Dataset: Catalyst prediction with 721,799 reactions and 888 catalyst types from USPTO. Task: Predict which catalyst facilitates the given reaction. (1) Reactant: [C:1](O)(=O)[C:2]#[CH:3].[ClH:6].Cl.Br[C:9]1[CH:10]=[C:11]([NH2:16])[C:12]([NH2:15])=[CH:13][CH:14]=1. Product: [Cl:6][CH:3]=[CH:2][C:1]1[NH:15][C:12]2[CH:13]=[CH:14][CH:9]=[CH:10][C:11]=2[N:16]=1. The catalyst class is: 196. (2) Reactant: Br[C:2]1[C:7]([N:8](COC)[S:9]([C:12]2[CH:17]=[CH:16][C:15]([O:18][CH:19]([CH3:21])[CH3:20])=[CH:14][CH:13]=2)(=[O:11])=[O:10])=[CH:6][C:5]([Cl:25])=[CH:4][N:3]=1.CON(C)[C:29](=[O:37])[C:30]1[CH:35]=[CH:34][CH:33]=[N:32][C:31]=1[CH3:36].Cl.O1CCOCC1. Product: [Cl:25][C:5]1[CH:6]=[C:7]([NH:8][S:9]([C:12]2[CH:13]=[CH:14][C:15]([O:18][CH:19]([CH3:20])[CH3:21])=[CH:16][CH:17]=2)(=[O:10])=[O:11])[C:2]([C:29]([C:30]2[C:31]([CH3:36])=[N:32][CH:33]=[CH:34][CH:35]=2)=[O:37])=[N:3][CH:4]=1. The catalyst class is: 6.